Dataset: Forward reaction prediction with 1.9M reactions from USPTO patents (1976-2016). Task: Predict the product of the given reaction. Given the reactants [CH3:1][N:2]1[CH:6]=[C:5]([C:7]2[CH:8]=[CH:9][C:10]3[N:11]([C:13]([SH:16])=[N:14][N:15]=3)[CH:12]=2)[CH:4]=[N:3]1.Br[C:18]1[CH:19]=[C:20]2[C:25](=[CH:26][CH:27]=1)[N:24]=[CH:23][C:22]([N:28]1[CH2:33][CH2:32][O:31][CH2:30][C:29]1=[O:34])=[C:21]2[O:35][CH3:36].C1(P(C2C=CC=CC=2)C2C3OC4C(=CC=CC=4P(C4C=CC=CC=4)C4C=CC=CC=4)C(C)(C)C=3C=CC=2)C=CC=CC=1, predict the reaction product. The product is: [CH3:36][O:35][C:21]1[C:20]2[C:25](=[CH:26][CH:27]=[C:18]([S:16][C:13]3[N:11]4[CH:12]=[C:7]([C:5]5[CH:4]=[N:3][N:2]([CH3:1])[CH:6]=5)[CH:8]=[CH:9][C:10]4=[N:15][N:14]=3)[CH:19]=2)[N:24]=[CH:23][C:22]=1[N:28]1[CH2:33][CH2:32][O:31][CH2:30][C:29]1=[O:34].